From a dataset of Full USPTO retrosynthesis dataset with 1.9M reactions from patents (1976-2016). Predict the reactants needed to synthesize the given product. (1) The reactants are: [Br:1][C:2]1[S:6][C:5]([S:7](Cl)(=[O:9])=[O:8])=[CH:4][CH:3]=1.C[C:12]1[CH:17]=[CH:16][C:15]([NH:18][C:19]([NH:21][C:22]2[CH:27]=[CH:26][CH:25]=[CH:24][CH:23]=2)=[O:20])=[C:14](N)[CH:13]=1.[N:29]1C=CC=C[CH:30]=1. Given the product [CH3:30][N:29]([C:12]1[CH:13]=[CH:14][C:15]([NH:18][C:19]([NH:21][C:22]2[CH:23]=[CH:24][CH:25]=[CH:26][CH:27]=2)=[O:20])=[CH:16][CH:17]=1)[S:7]([C:5]1[S:6][C:2]([Br:1])=[CH:3][CH:4]=1)(=[O:9])=[O:8], predict the reactants needed to synthesize it. (2) Given the product [CH3:20][O:19][C:16]([C:2]1[CH:7]=[N:6][C:5]([NH2:8])=[C:4]([C:9]2[CH:14]=[CH:13][C:12]([F:15])=[CH:11][CH:10]=2)[N:3]=1)=[O:18], predict the reactants needed to synthesize it. The reactants are: Br[C:2]1[N:3]=[C:4]([C:9]2[CH:14]=[CH:13][C:12]([F:15])=[CH:11][CH:10]=2)[C:5]([NH2:8])=[N:6][CH:7]=1.[C:16]([O:19][CH2:20]C)(=[O:18])C.ClCCl.[C]=O. (3) Given the product [Cl:9][CH2:10][CH2:11][CH2:12][N:13]1[CH2:18][CH2:17][N:16]([C:5](=[O:6])[CH2:4][CH2:3][CH2:2][C:1]([OH:7])=[O:8])[CH2:15][CH2:14]1, predict the reactants needed to synthesize it. The reactants are: [C:1]1(=[O:8])[O:7][C:5](=[O:6])[CH2:4][CH2:3][CH2:2]1.[Cl:9][CH2:10][CH2:11][CH2:12][N:13]1[CH2:18][CH2:17][NH:16][CH2:15][CH2:14]1.ClCCl. (4) Given the product [NH2:15][C:14]1[C:9]([S:8][C:5]2[CH:4]=[CH:3][C:2]([Cl:1])=[CH:7][CH:6]=2)=[CH:10][C:11]([NH:29][S:30]([C:33]2[CH:38]=[CH:37][C:36]([CH3:39])=[CH:35][CH:34]=2)(=[O:31])=[O:32])=[C:12]([NH:18][S:19]([C:22]2[CH:23]=[CH:24][C:25]([CH3:28])=[CH:26][CH:27]=2)(=[O:20])=[O:21])[CH:13]=1, predict the reactants needed to synthesize it. The reactants are: [Cl:1][C:2]1[CH:7]=[CH:6][C:5]([S:8][C:9]2[C:14]([N+:15]([O-])=O)=[CH:13][C:12]([NH:18][S:19]([C:22]3[CH:27]=[CH:26][C:25]([CH3:28])=[CH:24][CH:23]=3)(=[O:21])=[O:20])=[C:11]([NH:29][S:30]([C:33]3[CH:38]=[CH:37][C:36]([CH3:39])=[CH:35][CH:34]=3)(=[O:32])=[O:31])[CH:10]=2)=[CH:4][CH:3]=1.S(S([O-])=O)([O-])=O.[Na+].[Na+]. (5) Given the product [F:1][C:2]1[C:7]([CH:8]([OH:22])[CH2:9][CH:10]([C:12]2[CH:13]=[C:14]([CH:19]=[CH:20][CH:21]=2)[C:15]([O:17][CH3:18])=[O:16])[OH:11])=[CH:6][CH:5]=[C:4]([F:23])[N:3]=1, predict the reactants needed to synthesize it. The reactants are: [F:1][C:2]1[C:7]([CH:8]([OH:22])[CH2:9][C:10]([C:12]2[CH:13]=[C:14]([CH:19]=[CH:20][CH:21]=2)[C:15]([O:17][CH3:18])=[O:16])=[O:11])=[CH:6][CH:5]=[C:4]([F:23])[N:3]=1.ClC1N=C(F)C(C(O)CC(C2C=C(C=CC=2)C(OC)=O)=O)=CC=1.